This data is from Catalyst prediction with 721,799 reactions and 888 catalyst types from USPTO. The task is: Predict which catalyst facilitates the given reaction. (1) Product: [C:45]([O:44][C:42](=[O:43])[NH:1][CH:2]([CH:24]1[CH2:25][CH:26]([CH:30]([CH3:32])[CH3:31])[C:27](=[O:29])[O:28]1)[CH2:3][CH:4]([CH2:8][C:9]1[CH:10]=[C:11]2[C:15](=[CH:16][CH:17]=1)[N:14]([CH3:18])[CH:13]=[C:12]2[CH2:19][CH2:20][CH2:21][O:22][CH3:23])[CH:5]([CH3:6])[CH3:7])([CH3:48])([CH3:47])[CH3:46]. The catalyst class is: 4. Reactant: [NH2:1][CH:2]([CH:24]1[O:28][C:27](=[O:29])[CH:26]([CH:30]([CH3:32])[CH3:31])[CH2:25]1)[CH2:3][CH:4]([CH2:8][C:9]1[CH:10]=[C:11]2[C:15](=[CH:16][CH:17]=1)[N:14]([CH3:18])[CH:13]=[C:12]2[CH2:19][CH2:20][CH2:21][O:22][CH3:23])[CH:5]([CH3:7])[CH3:6].C(N(CC)C(C)C)(C)C.[C:42](O[C:42]([O:44][C:45]([CH3:48])([CH3:47])[CH3:46])=[O:43])([O:44][C:45]([CH3:48])([CH3:47])[CH3:46])=[O:43]. (2) Reactant: O[CH:2]1[C:10]2[C:5](=[C:6]([I:13])[CH:7]=[C:8]([Cl:12])[C:9]=2[Cl:11])[C:4](=[O:14])[N:3]1C(C)(C1C=CC=CC=1)C.FC(F)(F)C(O)=O.C([SiH](CC)CC)C. Product: [Cl:11][C:9]1[C:8]([Cl:12])=[CH:7][C:6]([I:13])=[C:5]2[C:10]=1[CH2:2][NH:3][C:4]2=[O:14]. The catalyst class is: 463. (3) Product: [C:21]([N:14]([CH:15]1[CH2:16][CH2:17][CH2:18][CH2:19][CH2:20]1)[C:8](=[N:7][CH:1]1[CH2:2][CH2:3][CH2:4][CH2:5][CH2:6]1)[O:9][N:10]=[C:11]([CH3:13])[CH3:12])(=[O:23])[CH3:22]. Reactant: [CH:1]1([NH:7][C:8](=[N:14][CH:15]2[CH2:20][CH2:19][CH2:18][CH2:17][CH2:16]2)[O:9][N:10]=[C:11]([CH3:13])[CH3:12])[CH2:6][CH2:5][CH2:4][CH2:3][CH2:2]1.[C:21](OC(=O)C)(=[O:23])[CH3:22]. The catalyst class is: 341. (4) Reactant: [CH2:1]([NH:5][C:6]1[CH:7]=[CH:8][C:9]2[N:10]([C:12](B(O)O)=[CH:13][N:14]=2)[N:11]=1)[CH2:2][CH2:3][CH3:4].Br[C:19]1[CH:20]=[CH:21][C:22]([CH2:25][NH2:26])=[N:23][CH:24]=1.[C:27](=[O:30])([O-])[O-:28].[K+].[K+]. Product: [C:27]([OH:28])(=[O:30])[CH3:1].[NH2:26][CH2:25][C:22]1[N:23]=[CH:24][C:19]([C:12]2[N:10]3[N:11]=[C:6]([NH:5][CH2:1][CH2:2][CH2:3][CH3:4])[CH:7]=[CH:8][C:9]3=[N:14][CH:13]=2)=[CH:20][CH:21]=1. The catalyst class is: 543.